This data is from Catalyst prediction with 721,799 reactions and 888 catalyst types from USPTO. The task is: Predict which catalyst facilitates the given reaction. (1) Reactant: [Br-].[CH3:2][O:3][C:4]1[CH:5]=[C:6]([CH:27]=[C:28]([O:30][CH3:31])[CH:29]=1)[CH2:7][P+](C1C=CC=CC=1)(C1C=CC=CC=1)C1C=CC=CC=1.CC(C)([O-])C.[K+].[O:38]=[C:39]1[NH:43][C:42](=[O:44])[CH:41]([CH2:45][C:46]2[CH:60]=[CH:59][C:49]([O:50][C:51]3[CH:58]=[CH:57][C:54]([CH:55]=O)=[CH:53][CH:52]=3)=[CH:48][CH:47]=2)[S:40]1.C(O)(=O)CC(CC(O)=O)(C(O)=O)O. Product: [CH3:31][O:30][C:28]1[CH:27]=[C:6]([CH:7]=[CH:55][C:54]2[CH:53]=[CH:52][C:51]([O:50][C:49]3[CH:59]=[CH:60][C:46]([CH2:45][CH:41]4[S:40][C:39](=[O:38])[NH:43][C:42]4=[O:44])=[CH:47][CH:48]=3)=[CH:58][CH:57]=2)[CH:5]=[C:4]([O:3][CH3:2])[CH:29]=1. The catalyst class is: 1. (2) Product: [OH:37][C:38]1[CH:39]=[CH:40][C:41]([C:44]2[N:48]([CH:49]3[CH2:54][CH2:53][CH2:52][CH2:51][CH2:50]3)[C:47]3[CH:55]=[CH:56][C:57]([C:59]4[N:60]=[N:61][N:62]([C:1]([C:14]5[CH:19]=[CH:18][CH:17]=[CH:16][CH:15]=5)([C:8]5[CH:13]=[CH:12][CH:11]=[CH:10][CH:9]=5)[C:2]5[CH:7]=[CH:6][CH:5]=[CH:4][CH:3]=5)[N:63]=4)=[CH:58][C:46]=3[N:45]=2)=[CH:42][CH:43]=1. Reactant: [C:1](Cl)([C:14]1[CH:19]=[CH:18][CH:17]=[CH:16][CH:15]=1)([C:8]1[CH:13]=[CH:12][CH:11]=[CH:10][CH:9]=1)[C:2]1[CH:7]=[CH:6][CH:5]=[CH:4][CH:3]=1.C(N(CC)C(C)C)(C)C.[Si]([O:37][C:38]1[CH:43]=[CH:42][C:41]([C:44]2[N:48]([CH:49]3[CH2:54][CH2:53][CH2:52][CH2:51][CH2:50]3)[C:47]3[CH:55]=[CH:56][C:57]([C:59]4[NH:63][N:62]=[N:61][N:60]=4)=[CH:58][C:46]=3[N:45]=2)=[CH:40][CH:39]=1)(C(C)(C)C)(C)C.C(OCC)(=O)C. The catalyst class is: 18.